From a dataset of Reaction yield outcomes from USPTO patents with 853,638 reactions. Predict the reaction yield, written as a fraction of the theoretical maximum amount of product (1.0 means a 100% yield; for example, 0.34 means a 34% yield). (1) The reactants are C(=O)(O)O.[NH2:5][C:6]([NH2:8])=[NH:7].[C:9]1([P:15](=[O:18])([OH:17])[OH:16])[CH:14]=[CH:13][CH:12]=[CH:11][CH:10]=1. The catalyst is O. The product is [C:9]1([P:15](=[O:16])([OH:18])[OH:17])[CH:14]=[CH:13][CH:12]=[CH:11][CH:10]=1.[NH2:7][C:6]([NH2:8])=[NH:5].[NH2:7][C:6]([NH2:8])=[NH:5]. The yield is 0.912. (2) The reactants are [Si:1]([O:8][CH2:9][C@@H:10]1[CH2:14][CH2:13][C@H:12]([CH2:15][O:16][Si:17]([C:20]([CH3:23])([CH3:22])[CH3:21])([CH3:19])[CH3:18])[N:11]1[C:24]1[N:29]=[C:28]([C:30]2[CH:35]=[CH:34][C:33]([N+:36]([O-])=O)=[CH:32][CH:31]=2)[N:27]=[C:26]([N:39]2[CH:44]3[CH2:45][CH2:46][CH:40]2[CH2:41][O:42][CH2:43]3)[N:25]=1)([C:4]([CH3:7])([CH3:6])[CH3:5])([CH3:3])[CH3:2].[H][H]. The catalyst is [Pd].O1CCCC1. The product is [CH:40]12[N:39]([C:26]3[N:25]=[C:24]([N:11]4[C@@H:12]([CH2:15][O:16][Si:17]([C:20]([CH3:22])([CH3:23])[CH3:21])([CH3:19])[CH3:18])[CH2:13][CH2:14][C@H:10]4[CH2:9][O:8][Si:1]([C:4]([CH3:5])([CH3:6])[CH3:7])([CH3:3])[CH3:2])[N:29]=[C:28]([C:30]4[CH:35]=[CH:34][C:33]([NH2:36])=[CH:32][CH:31]=4)[N:27]=3)[CH:44]([CH2:45][CH2:46]1)[CH2:43][O:42][CH2:41]2. The yield is 0.800. (3) The reactants are C(C1C=C(NC2N=C(NC3C=CC=C(C(O)=O)C=3)C(F)=CN=2)C=CC=1)(O)=O.C[O:29][C:30]([C:32]1[CH:37]=[CH:36][C:35]([NH:38][C:39]2[N:44]=[C:43]([NH:45][C:46]3[CH:51]=[CH:50][C:49]([C:52]([O:54]C)=[O:53])=[CH:48][CH:47]=3)[C:42]([F:56])=[CH:41][N:40]=2)=[CH:34][CH:33]=1)=[O:31].[OH-].[Na+]. No catalyst specified. The product is [C:30]([C:32]1[CH:37]=[CH:36][C:35]([NH:38][C:39]2[N:44]=[C:43]([NH:45][C:46]3[CH:51]=[CH:50][C:49]([C:52]([OH:54])=[O:53])=[CH:48][CH:47]=3)[C:42]([F:56])=[CH:41][N:40]=2)=[CH:34][CH:33]=1)([OH:31])=[O:29]. The yield is 0.590. (4) The reactants are [CH2:1]1[CH:10]2[N:5]([S:6](=[O:16])(=[O:15])[C:7]3[CH:14]=[CH:13][CH:12]=[CH:11][C:8]=3[CH2:9]2)[CH2:4][CH2:3][NH:2]1.[C:17](=O)([O-])[O-].[Cs+].[Cs+].CI. The catalyst is CN(C)C=O. The product is [CH3:17][N:2]1[CH2:3][CH2:4][N:5]2[S:6](=[O:15])(=[O:16])[C:7]3[CH:14]=[CH:13][CH:12]=[CH:11][C:8]=3[CH2:9][CH:10]2[CH2:1]1. The yield is 0.790. (5) The reactants are Br[C:2]1[CH:9]=[CH:8][C:5]([CH:6]=[O:7])=[C:4]([OH:10])[CH:3]=1.[C:11]([C:13]1[CH:14]=[C:15](B(O)O)[CH:16]=[CH:17][CH:18]=1)#[N:12].C([O-])([O-])=O.[K+].[K+]. The catalyst is O1CCOCC1.CC#N.O.C1C=CC(P(C2C=CC=CC=2)[C-]2C=CC=C2)=CC=1.C1C=CC(P(C2C=CC=CC=2)[C-]2C=CC=C2)=CC=1.Cl[Pd]Cl.[Fe+2]. The product is [CH:6]([C:5]1[CH:8]=[CH:9][C:2]([C:17]2[CH:16]=[CH:15][CH:14]=[C:13]([C:11]#[N:12])[CH:18]=2)=[CH:3][C:4]=1[OH:10])=[O:7]. The yield is 0.850.